From a dataset of Forward reaction prediction with 1.9M reactions from USPTO patents (1976-2016). Predict the product of the given reaction. Given the reactants C1(P(C2C=CC=CC=2)C2C=CC=CC=2)C=CC=CC=1.BrN1C(=O)CCC1=O.[Cl:28][C:29]1[CH:37]=[C:36]2[C:32]([C:33]([C:41]([OH:43])=O)=[CH:34][N:35]2[CH:38]([CH3:40])[CH3:39])=[CH:31][CH:30]=1.[Cl:44][C:45]1[S:49][C:48]([NH2:50])=[N:47][CH:46]=1.C(N(CC)C(C)C)(C)C.Cl, predict the reaction product. The product is: [Cl:44][C:45]1[S:49][C:48]([NH:50][C:41]([C:33]2[C:32]3[C:36](=[CH:37][C:29]([Cl:28])=[CH:30][CH:31]=3)[N:35]([CH:38]([CH3:39])[CH3:40])[CH:34]=2)=[O:43])=[N:47][CH:46]=1.